The task is: Predict the product of the given reaction.. This data is from Forward reaction prediction with 1.9M reactions from USPTO patents (1976-2016). (1) The product is: [OH:16][C@H:15]([CH2:17][NH:29][CH2:30][CH2:31][CH2:32][N:33]1[CH2:37][CH2:36][CH2:35][CH2:34]1)[CH2:14][O:13][C:12]1[CH:11]=[C:10]2[C:5]([C:6]([O:18][C:19]3[CH:20]=[C:21]4[C:25](=[CH:26][CH:27]=3)[NH:24][CH:23]=[C:22]4[CH3:28])=[N:7][CH:8]=[N:9]2)=[CH:4][C:3]=1[O:2][CH3:1]. Given the reactants [CH3:1][O:2][C:3]1[CH:4]=[C:5]2[C:10](=[CH:11][C:12]=1[O:13][CH2:14][C@H:15]1[CH2:17][O:16]1)[N:9]=[CH:8][N:7]=[C:6]2[O:18][C:19]1[CH:20]=[C:21]2[C:25](=[CH:26][CH:27]=1)[NH:24][CH:23]=[C:22]2[CH3:28].[NH2:29][CH2:30][CH2:31][CH2:32][N:33]1[CH2:37][CH2:36][CH2:35][CH2:34]1, predict the reaction product. (2) Given the reactants [CH:1]([C:3]1[CH:8]=[CH:7][C:6]([N:9]2[CH2:14][CH2:13][CH:12]([CH:15]=O)[CH2:11][CH2:10]2)=[CH:5][CH:4]=1)=O.[NH:17]1[CH2:22][CH2:21][CH2:20][CH2:19][CH2:18]1.C(O[BH-](O[C:33](=O)[CH3:34])OC(=O)C)(=O)C.[Na+].[OH-].[Na+], predict the reaction product. The product is: [N:17]1([CH2:1][C:3]2[CH:8]=[CH:7][C:6]([N:9]3[CH2:14][CH2:13][CH:12]([CH2:15][N:9]4[CH2:34][CH2:33][CH2:4][CH2:5][CH2:6]4)[CH2:11][CH2:10]3)=[CH:5][CH:4]=2)[CH2:22][CH2:21][CH2:20][CH2:19][CH2:18]1.